This data is from Experimentally validated miRNA-target interactions with 360,000+ pairs, plus equal number of negative samples. The task is: Binary Classification. Given a miRNA mature sequence and a target amino acid sequence, predict their likelihood of interaction. (1) The miRNA is hsa-miR-4480 with sequence AGCCAAGUGGAAGUUACUUUA. The protein sequence of the target gene is MPGPQGGRGAATMSLGKLSPVGWVSSSQGKRRLTADMISHPLGDFRHTMHVGRGGDVFGDTSFLSNHGGSSGSTHRSPRSFLAKKLQLVRRVGAPPRRMASPPAPSPAPPAISPIIKNAISLPQLNQAAYDSLVVGKLSFDSSPTSSTDGHSSYGLDSGFCTISRLPRSEKPHDRDRDGSFPSEPGLRRSDSLLSFRLDLDLGPSLLSELLGVMSLPEAPAAETPAPAANPPAPTANPTGPAANPPATTANPPAPAANPSAPAATPTGPAANPPAPAASSTPHGHCPNGVTAGLGPVAEV.... Result: 0 (no interaction). (2) The miRNA is mmu-miR-7211-5p with sequence UCUUUCCCUCUGCCACUCCACC. The protein sequence of the target gene is MSPEVALNRISPMLSPFISSVVRNGKVGLDATNCLRITDLKSGCTSLTPGPNCDRFKLHIPYAGETLKWDIIFNAQYPELPPDFIFGEDAEFLPDPSALQNLASWNPSNPECLLLVVKELVQQYHQFQCSRLRESSRLMFEYQTLLEEPQYGENMEIYAGKKNNWTGEFSARFLLKLPVDFSNIPTYLLKDVNEDPGEDVALLSVSFEDTEATQVYPKLYLSPRIEHALGGSSALHIPAFPGGGCLIDYVPQVCHLLTNKVQYVIQGYHKRREYIAAFLSHFGTGVVEYDAEGFTKLTLL.... Result: 0 (no interaction). (3) The protein sequence of the target gene is MMMMALSKTFGQKPVKFQLEDDGEFYMIGSEVGNYLRMFRGSLYKRYPSLWRRLATVEERKKIVASSHGKKTKPNTKDHGYTTLATSVTLLKASEVEEILDGNDEKYKAVSISTEPPTYLREQKAKRNSQWVPTLPNSSHHLDAVPCSTTINRNRMGRDKKRTFPLCFDDHDPAVIHENASQPEVLVPIRLDMEIDGQKLRDAFTWNMNEKLMTPEMFSEILCDDLDLNPLTFVPAIASAIRQQIESYPTDSILEDQSDQRVIIKLNIHVGNISLVDQFEWDMSEKENSPEKFALKLCSE.... Result: 1 (interaction). The miRNA is hsa-miR-381-3p with sequence UAUACAAGGGCAAGCUCUCUGU.